From a dataset of Full USPTO retrosynthesis dataset with 1.9M reactions from patents (1976-2016). Predict the reactants needed to synthesize the given product. Given the product [OH:8][CH:7]([C:6]1[CH:5]=[CH:4][C:3]([CH:9]=[O:10])=[CH:2][CH:1]=1)[CH2:11][CH2:12][CH2:13][CH2:14][CH2:15][CH2:16][CH2:17][CH3:18], predict the reactants needed to synthesize it. The reactants are: [CH:1]1[C:6]([CH:7]=[O:8])=[CH:5][CH:4]=[C:3]([CH:9]=[O:10])[CH:2]=1.[CH2:11]([Mg]Cl)[CH2:12][CH2:13][CH2:14][CH2:15][CH2:16][CH2:17][CH3:18].